Dataset: Full USPTO retrosynthesis dataset with 1.9M reactions from patents (1976-2016). Task: Predict the reactants needed to synthesize the given product. (1) Given the product [C:22]([O:26][C:27](=[O:28])[NH:29][CH2:30][C:31](=[O:32])[NH:1][CH:2]([C:15]1[CH:20]=[CH:19][CH:18]=[C:17]([Cl:21])[CH:16]=1)[C:3](=[O:4])[NH:5][C:6]1[CH:7]=[C:8]2[C:12](=[CH:13][CH:14]=1)[NH:11][N:10]=[CH:9]2)([CH3:25])([CH3:23])[CH3:24], predict the reactants needed to synthesize it. The reactants are: [NH2:1][CH:2]([C:15]1[CH:20]=[CH:19][CH:18]=[C:17]([Cl:21])[CH:16]=1)[C:3]([NH:5][C:6]1[CH:7]=[C:8]2[C:12](=[CH:13][CH:14]=1)[NH:11][N:10]=[CH:9]2)=[O:4].[C:22]([O:26][C:27]([NH:29][CH2:30][C:31](O)=[O:32])=[O:28])([CH3:25])([CH3:24])[CH3:23].C1C=CC2N(O)N=NC=2C=1.C(Cl)CCl. (2) Given the product [CH3:2][C:1]([S@@:5](/[N:7]=[CH:20]/[C:19]1[CH:22]=[CH:23][CH:24]=[C:17]([CH2:16][CH2:15][C:11]2[CH:10]=[C:9]([CH3:8])[CH:14]=[CH:13][N:12]=2)[CH:18]=1)=[O:6])([CH3:4])[CH3:3], predict the reactants needed to synthesize it. The reactants are: [C:1]([S@@:5]([NH2:7])=[O:6])([CH3:4])([CH3:3])[CH3:2].[CH3:8][C:9]1[CH:14]=[CH:13][N:12]=[C:11]([CH2:15][CH2:16][C:17]2[CH:18]=[C:19]([CH:22]=[CH:23][CH:24]=2)[CH:20]=O)[CH:10]=1. (3) Given the product [F:78][CH:49]([F:48])[CH2:50][NH:51][C:52]1[N:53]=[C:54]2[CH2:76][CH:75]([CH3:77])[N:74]([C:4](=[O:6])[C@H:3]([O:2][CH3:1])[CH3:7])[CH2:73][C:55]2=[N:56][C:57]=1[N:58]1[CH2:59][CH2:60][CH:61]([O:64][C:65]2[CH:70]=[CH:69][C:68]([F:71])=[CH:67][C:66]=2[F:72])[CH2:62][CH2:63]1.[C:42]([OH:43])([C:44]([F:47])([F:46])[F:45])=[O:41], predict the reactants needed to synthesize it. The reactants are: [CH3:1][O:2][C@H:3]([CH3:7])[C:4]([OH:6])=O.CCN(C(C)C)C(C)C.CN(C(ON1N=NC2C=CC=NC1=2)=[N+](C)C)C.F[P-](F)(F)(F)(F)F.[OH:41][C:42]([C:44]([F:47])([F:46])[F:45])=[O:43].[F:48][CH:49]([F:78])[CH2:50][NH:51][C:52]1[N:53]=[C:54]2[CH2:76][CH:75]([CH3:77])[NH:74][CH2:73][C:55]2=[N:56][C:57]=1[N:58]1[CH2:63][CH2:62][CH:61]([O:64][C:65]2[CH:70]=[CH:69][C:68]([F:71])=[CH:67][C:66]=2[F:72])[CH2:60][CH2:59]1. (4) Given the product [OH:7][CH2:6][CH2:5][O:4][CH2:3][CH2:2][NH:1][CH2:9][C:10]([O:12][C:13]([CH3:16])([CH3:15])[CH3:14])=[O:11], predict the reactants needed to synthesize it. The reactants are: [NH2:1][CH2:2][CH2:3][O:4][CH2:5][CH2:6][OH:7].Br[CH2:9][C:10]([O:12][C:13]([CH3:16])([CH3:15])[CH3:14])=[O:11].C(N(CC)CC)C.